Dataset: Reaction yield outcomes from USPTO patents with 853,638 reactions. Task: Predict the reaction yield, written as a fraction of the theoretical maximum amount of product (1.0 means a 100% yield; for example, 0.34 means a 34% yield). The yield is 0.770. The product is [Br:1][C:2]1[CH:3]=[C:4]2[C:8](=[CH:9][CH:10]=1)[NH:7][C:6](=[O:11])/[C:5]/2=[CH:29]/[C:25]1[CH:24]=[C:23]2[C:28]([C:20](/[CH:19]=[CH:18]/[C:15]3[CH:14]=[CH:13][N:12]=[CH:17][CH:16]=3)=[N:21][N:22]2[CH2:31][O:32][CH2:33][CH2:34][Si:35]([CH3:37])([CH3:38])[CH3:36])=[CH:27][CH:26]=1. The catalyst is C(Cl)Cl.CO. The reactants are [Br:1][C:2]1[CH:3]=[C:4]2[C:8](=[CH:9][CH:10]=1)[NH:7][C:6](=[O:11])[CH2:5]2.[N:12]1[CH:17]=[CH:16][C:15](/[CH:18]=[CH:19]/[C:20]2[C:28]3[C:23](=[CH:24][C:25]([CH:29]=O)=[CH:26][CH:27]=3)[N:22]([CH2:31][O:32][CH2:33][CH2:34][Si:35]([CH3:38])([CH3:37])[CH3:36])[N:21]=2)=[CH:14][CH:13]=1.